The task is: Regression. Given two drug SMILES strings and cell line genomic features, predict the synergy score measuring deviation from expected non-interaction effect.. This data is from NCI-60 drug combinations with 297,098 pairs across 59 cell lines. (1) Drug 1: C1CN1P(=S)(N2CC2)N3CC3. Drug 2: CC1=C(C=C(C=C1)NC(=O)C2=CC=C(C=C2)CN3CCN(CC3)C)NC4=NC=CC(=N4)C5=CN=CC=C5. Cell line: CAKI-1. Synergy scores: CSS=19.1, Synergy_ZIP=-2.24, Synergy_Bliss=1.24, Synergy_Loewe=-4.72, Synergy_HSA=-1.81. (2) Drug 1: C1CC(C1)(C(=O)O)C(=O)O.[NH2-].[NH2-].[Pt+2]. Drug 2: C1=NC2=C(N1)C(=S)N=CN2. Cell line: SR. Synergy scores: CSS=85.3, Synergy_ZIP=-1.06, Synergy_Bliss=-0.588, Synergy_Loewe=-0.156, Synergy_HSA=3.50. (3) Drug 1: CC12CCC3C(C1CCC2O)C(CC4=C3C=CC(=C4)O)CCCCCCCCCS(=O)CCCC(C(F)(F)F)(F)F. Drug 2: CC1CCCC2(C(O2)CC(NC(=O)CC(C(C(=O)C(C1O)C)(C)C)O)C(=CC3=CSC(=N3)C)C)C. Cell line: NCI-H226. Synergy scores: CSS=37.1, Synergy_ZIP=2.56, Synergy_Bliss=3.11, Synergy_Loewe=-17.9, Synergy_HSA=2.94. (4) Synergy scores: CSS=29.1, Synergy_ZIP=4.71, Synergy_Bliss=5.14, Synergy_Loewe=-36.2, Synergy_HSA=1.71. Drug 2: CC1C(C(CC(O1)OC2CC(OC(C2O)C)OC3=CC4=CC5=C(C(=O)C(C(C5)C(C(=O)C(C(C)O)O)OC)OC6CC(C(C(O6)C)O)OC7CC(C(C(O7)C)O)OC8CC(C(C(O8)C)O)(C)O)C(=C4C(=C3C)O)O)O)O. Drug 1: C1CC(C1)(C(=O)O)C(=O)O.[NH2-].[NH2-].[Pt+2]. Cell line: EKVX. (5) Drug 1: CC(CN1CC(=O)NC(=O)C1)N2CC(=O)NC(=O)C2. Drug 2: CC1=C(C=C(C=C1)C(=O)NC2=CC(=CC(=C2)C(F)(F)F)N3C=C(N=C3)C)NC4=NC=CC(=N4)C5=CN=CC=C5. Cell line: ACHN. Synergy scores: CSS=24.4, Synergy_ZIP=-11.0, Synergy_Bliss=-6.98, Synergy_Loewe=-7.95, Synergy_HSA=-7.74. (6) Drug 1: CS(=O)(=O)C1=CC(=C(C=C1)C(=O)NC2=CC(=C(C=C2)Cl)C3=CC=CC=N3)Cl. Drug 2: CC1=C(C(=CC=C1)Cl)NC(=O)C2=CN=C(S2)NC3=CC(=NC(=N3)C)N4CCN(CC4)CCO. Cell line: NCI-H522. Synergy scores: CSS=36.1, Synergy_ZIP=6.03, Synergy_Bliss=12.0, Synergy_Loewe=4.04, Synergy_HSA=12.6. (7) Synergy scores: CSS=55.4, Synergy_ZIP=4.18, Synergy_Bliss=3.57, Synergy_Loewe=-24.6, Synergy_HSA=2.09. Cell line: MDA-MB-435. Drug 1: CC1=C2C(C(=O)C3(C(CC4C(C3C(C(C2(C)C)(CC1OC(=O)C(C(C5=CC=CC=C5)NC(=O)OC(C)(C)C)O)O)OC(=O)C6=CC=CC=C6)(CO4)OC(=O)C)OC)C)OC. Drug 2: C1=NC(=NC(=O)N1C2C(C(C(O2)CO)O)O)N.